The task is: Predict the product of the given reaction.. This data is from Forward reaction prediction with 1.9M reactions from USPTO patents (1976-2016). Given the reactants C(OC(=O)[CH:5]([C:11]1[C:16]([N+:17]([O-:19])=[O:18])=[CH:15][C:14]([Br:20])=[CH:13][N:12]=1)C(OCC)=O)C, predict the reaction product. The product is: [Br:20][C:14]1[CH:15]=[C:16]([N+:17]([O-:19])=[O:18])[C:11]([CH3:5])=[N:12][CH:13]=1.